This data is from Experimentally validated miRNA-target interactions with 360,000+ pairs, plus equal number of negative samples. The task is: Binary Classification. Given a miRNA mature sequence and a target amino acid sequence, predict their likelihood of interaction. (1) The miRNA is mmu-miR-491-5p with sequence AGUGGGGAACCCUUCCAUGAGG. The protein sequence of the target gene is MGAAAWARPLSVSFLLLLLPLPGMPAGSWDPAGYLLYCPCMGRFGNQADHFLGSLAFAKLLNRTLAVPPWIEYQHHKPPFTNLHVSYQKYFKLEPLQAYHRVISLEDFMEKLAPTHWPPEKRVAYCFEVAAQRSPDKKTCPMKEGNPFGPFWDQFHVSFNKSELFTGISFSASYREQWSQRFSPKEHPVLALPGAPAQFPVLEEHRPLQKYMVWSDEMVKTGEAQIHAHLVRPYVGIHLRIGSDWKNACAMLKDGTAGSHFMASPQCVGYSRSTAAPLTMTMCLPDLKEIQRAVKLWVRS.... Result: 0 (no interaction). (2) The miRNA is hsa-miR-6799-5p with sequence GGGGAGGUGUGCAGGGCUGG. Result: 0 (no interaction). The protein sequence of the target gene is MAGQPAATGSPSADKDGMEPNVVARISQWADDHLRLVRNISTGMAIAGIMLLLRSIRLTSKFTSSSDIPVEFIRRNVKLRGRLRRITENGLEIEHIPITLPIIASLRKEPRGALLVKLAGVELAETGKAWLQKELKPSQLLWFQLLGKENSALFCYLLVSKGGYFSVNLNEEILRRGLGKTVLVKGLKYDSKIYWTVHRNLLKAELTALKKGEGIWKEDSEKESYLEKFKDSWREIWKKDSFLKTTGSDFSLKKESYYEKLKRTYEIWKDNMNNCSLILKFRELISRINFRRKG. (3) The miRNA is mmu-miR-100-5p with sequence AACCCGUAGAUCCGAACUUGUG. The protein sequence of the target gene is MGPQAAAGRMILLVVLMLSAKVGSGALTSTEDPEPPSVPVPTNVLIKSYNLNPVVCWEYQNMSQTPIFTVQVKVYSGSWTDSCTNISDHCCNIYEQIMYPDVSAWARVKAKVGQKESDYARSKEFLMCLKGKVGPPGLEIRRKKEEQLSVLVFHPEVVVNGESQGTMFGDGSTCYTFDYTVYVEHNRSGEILHTKHTVEKEECNETLCELNISVSTLDSRYCISVDGISSFWQVRTEKSKDVCIPPFHDDRKDSIWILVVAPLTVFTVVILVFAYWYTKKNSFKRKSIMLPKSLLSVVKS.... Result: 0 (no interaction). (4) The miRNA is hsa-miR-6124 with sequence GGGAAAAGGAAGGGGGAGGA. The protein sequence of the target gene is MIEDKGPRVTDYFVVAGLTDTSTLLDQEINRLDTKSTGPKAPITDIAIIIKSAGETVPEGYTCVEATPSALQANLNYGSLKSPELFLCYKRGRDKPPLTDIGVLYEGKERLIPGCEVILATPYGRCANVNNSSTTSQRIFITYRRAPPVRPQNSLAVTDICVIVTSKGETPPHTFCKVDKNLNCGMWGSSVFLCYKKSVPASNAIAYKAGLIFRYPEEDYESFPLSESDVPLFCLPMGATIECWDPETKYPLPVFSTFVLTGSSAKKVYGAAIQFYEPYSRELLSEKQLMHLGLLTPVER.... Result: 1 (interaction). (5) The miRNA is hsa-miR-6771-5p with sequence CUCGGGAGGGCAUGGGCCAGGC. The protein sequence of the target gene is MSLRCGDAARTLGPRVFGRYFCSPVRPLSSLPDKKKELLQNGPDLQDFVSGDLADRSTWDEYKGNLKRQKGERLRLPPWLKTEIPMGKNYNKLKNTLRNLNLHTVCEEARCPNIGECWGGGEYATATATIMLMGDTCTRGCRFCSVKTARNPPPLDASEPYNTAKAIAEWGLDYVVLTSVDRDDMPDGGAEHIAKTVSYLKERNPKILVECLTPDFRGDLKAIEKVALSGLDVYAHNVETVPELQSKVRDPRANFDQSLRVLKHAKKVQPDVISKTSIMLGLGENDEQVYATMKALREAD.... Result: 0 (no interaction). (6) Result: 0 (no interaction). The protein sequence of the target gene is MATPASTPDTRALVADFVGYKLRQKGYVCGAGPGEGPAADPLHQAMRAAGDEFETRFRRTFSDLAAQLHVTPGSAQQRFTQVSDELFQGGPNWGRLVAFFVFGAALCAESVNKEMEPLVGQVQDWMVAYLETRLADWIHSSGGWAEFTALYGDGALEEARRLREGNWASVRTVLTGAVALGALVTVGAFFASK. The miRNA is hsa-miR-4798-5p with sequence UUCGGUAUACUUUGUGAAUUGG. (7) The miRNA is hsa-miR-3145-3p with sequence AGAUAUUUUGAGUGUUUGGAAUUG. The protein sequence of the target gene is MLPPPPRQPPPQARAARGAVRLQRPFLRSPLGVLRLLQLLAGAAFWITIATSKYQGPVHFALFVSVLFWLLTLGLYFLTLLGKHELVPVLGSRWLMVNVAHDVLAAALYGAATGIMSDQMQRHSYCNLKDYPLPCAYHAFLAAAVCGGVCHGLYLLSALYGCGRRCQGKQEVA. Result: 0 (no interaction). (8) The miRNA is hsa-miR-181b-5p with sequence AACAUUCAUUGCUGUCGGUGGGU. The protein sequence of the target gene is MMQKLLKCSRLVLALALILVLESSVQGYPTRRARYQWVRCNPDSNSANCLEEKGPMFELLPGESNKIPRLRTDLFPKTRIQDLNRIFPLSEDYSGSGFGSGSGSGSGSGSGFLTEMEQDYQLVDESDAFHDNLRSLDRNLPSDSQDLGQHGLEEDFML. Result: 1 (interaction). (9) The miRNA is hsa-miR-139-3p with sequence UGGAGACGCGGCCCUGUUGGAGU. The protein sequence of the target gene is MVSRPEPEGEAMDAELAVAPPGCSHLGSFKVDNWKQNLRAIYQCFVWSGTAEARKRKAKSCICHVCGVHLNRLHSCLYCVFFGCFTKKHIHEHAKAKRHNLAIDLMYGGIYCFLCQDYIYDKDMEIIAKEEQRKAWKMQGVGEKFSTWEPTKRELELLKHNPKRRKITSNCTIGLRGLINLGNTCFMNCIVQALTHTPLLRDFFLSDRHRCEMQSPSSCLVCEMSSLFQEFYSGHRSPHIPYKLLHLVWTHARHLAGYEQQDAHEFLIAALDVLHRHCKGDDNGKKANNPNHCNCIIDQI.... Result: 1 (interaction). (10) The miRNA is mmu-miR-669n with sequence AUUUGUGUGUGGAUGUGUGU. The protein sequence of the target gene is MVFYFTSSSVNSSAYTIYMGKDKYENEDLIKHGWPEDIWFHVDKLSSAHVYLRLHKGENIEDIPKEVLMDCAHLVKANSIQGCKMNNVNVVYTPWSNLKKTADMDVGQIGFHRQKDVKIVTVEKKVNEILNRLEKTKVERFPDLAAEKECRDREERNEKKAQIQEMKKREKEEMKKKREMDELRSYSSLMKVENMSSNQDGNDSDEFM. Result: 0 (no interaction).